This data is from Catalyst prediction with 721,799 reactions and 888 catalyst types from USPTO. The task is: Predict which catalyst facilitates the given reaction. (1) Reactant: [C:1]([O:4][C@H:5]([C:8]#[C:9][C:10]#[C:11][C@H:12]([NH2:22])[CH2:13][CH2:14][CH2:15][CH2:16][CH2:17][CH2:18][CH2:19][CH2:20][CH3:21])[CH:6]=[CH2:7])(=[O:3])[CH3:2].C(N(CC)CC)C.[O:30]1[CH:34]=[CH:33][CH:32]=[C:31]1[C:35](Cl)=[O:36]. Product: [C:1]([O:4][C@H:5]([C:8]#[C:9][C:10]#[C:11][C@H:12]([NH:22][C:35]([C:31]1[O:30][CH:34]=[CH:33][CH:32]=1)=[O:36])[CH2:13][CH2:14][CH2:15][CH2:16][CH2:17][CH2:18][CH2:19][CH2:20][CH3:21])[CH:6]=[CH2:7])(=[O:3])[CH3:2]. The catalyst class is: 2. (2) Reactant: [O:1]1[CH2:6][CH2:5][N:4]([C:7]2[N:12]=[C:11](Cl)[CH:10]=[C:9]([Cl:14])[N:8]=2)[CH2:3][CH2:2]1.[C:15]([O:19][CH2:20][CH3:21])(=[O:18])[CH2:16][OH:17].[H-].[Na+]. Product: [CH2:20]([O:19][C:15](=[O:18])[CH2:16][O:17][C:11]1[CH:10]=[C:9]([Cl:14])[N:8]=[C:7]([N:4]2[CH2:3][CH2:2][O:1][CH2:6][CH2:5]2)[N:12]=1)[CH3:21]. The catalyst class is: 7. (3) Reactant: [OH-].[K+].C[O:4][C:5]([C:7]1[CH:8]=[CH:9][C:10]2[NH:11][C:12]3[C:17]([C:18]=2[CH:19]=1)=[CH:16][CH:15]=[CH:14][CH:13]=3)=[O:6]. Product: [CH:9]1[C:10]2[NH:11][C:12]3[C:17](=[CH:16][CH:15]=[CH:14][CH:13]=3)[C:18]=2[CH:19]=[C:7]([C:5]([OH:6])=[O:4])[CH:8]=1. The catalyst class is: 40. (4) Reactant: [S:1]1[C:5]2[CH:6]=[CH:7][CH:8]=[CH:9][C:4]=2[C:3]([NH:10][CH2:11][CH2:12][NH:13][C:14]([C:16]2[CH:24]=[CH:23][C:19]([C:20]([OH:22])=O)=[CH:18][N:17]=2)=[O:15])=[N:2]1.[C:25](P(=O)(OCC)OCC)#[N:26].CN.C(N(CC)CC)C. Product: [S:1]1[C:5]2[CH:6]=[CH:7][CH:8]=[CH:9][C:4]=2[C:3]([NH:10][CH2:11][CH2:12][NH:13][C:14]([C:16]2[CH:24]=[CH:23][C:19]([C:20]([NH:26][CH3:25])=[O:22])=[CH:18][N:17]=2)=[O:15])=[N:2]1. The catalyst class is: 4. (5) Reactant: [CH3:1][Mg]Br.[CH2:4]([O:11][C:12]([N:14]1[CH2:19][CH2:18][C:17](=[O:20])[CH:16]([F:21])[CH2:15]1)=[O:13])[C:5]1[CH:10]=[CH:9][CH:8]=[CH:7][CH:6]=1. Product: [CH2:4]([O:11][C:12]([N:14]1[CH2:19][CH2:18][C:17]([OH:20])([CH3:1])[CH:16]([F:21])[CH2:15]1)=[O:13])[C:5]1[CH:6]=[CH:7][CH:8]=[CH:9][CH:10]=1. The catalyst class is: 7. (6) Reactant: I.[S:2]1[C:6]2[CH2:7][C:8]3[CH:9]=[CH:10][CH:11]=[CH:12][C:13]=3[C:5]=2[N:4]=[C:3]1[NH2:14].[C:15](Cl)(=[O:22])[C:16]1[CH:21]=[CH:20][CH:19]=[CH:18][CH:17]=1. Product: [S:2]1[C:6]2[CH2:7][C:8]3[CH:9]=[CH:10][CH:11]=[CH:12][C:13]=3[C:5]=2[N:4]=[C:3]1[NH:14][C:15](=[O:22])[C:16]1[CH:21]=[CH:20][CH:19]=[CH:18][CH:17]=1. The catalyst class is: 17.